This data is from NCI-60 drug combinations with 297,098 pairs across 59 cell lines. The task is: Regression. Given two drug SMILES strings and cell line genomic features, predict the synergy score measuring deviation from expected non-interaction effect. (1) Drug 1: CC12CCC3C(C1CCC2=O)CC(=C)C4=CC(=O)C=CC34C. Drug 2: C1=CC(=CC=C1C#N)C(C2=CC=C(C=C2)C#N)N3C=NC=N3. Cell line: MDA-MB-435. Synergy scores: CSS=49.0, Synergy_ZIP=5.05, Synergy_Bliss=7.39, Synergy_Loewe=4.97, Synergy_HSA=4.72. (2) Drug 1: C1CC(=O)NC(=O)C1N2CC3=C(C2=O)C=CC=C3N. Drug 2: CCCCC(=O)OCC(=O)C1(CC(C2=C(C1)C(=C3C(=C2O)C(=O)C4=C(C3=O)C=CC=C4OC)O)OC5CC(C(C(O5)C)O)NC(=O)C(F)(F)F)O. Cell line: OVCAR-8. Synergy scores: CSS=5.47, Synergy_ZIP=-0.126, Synergy_Bliss=1.79, Synergy_Loewe=3.08, Synergy_HSA=2.09. (3) Drug 1: CN1C(=O)N2C=NC(=C2N=N1)C(=O)N. Drug 2: CN1C=C(C=N1)C2=C3N=C(C(=C(N3N=C2)N)Br)C4CCCNC4. Cell line: T-47D. Synergy scores: CSS=3.67, Synergy_ZIP=14.4, Synergy_Bliss=18.5, Synergy_Loewe=0.352, Synergy_HSA=4.16. (4) Drug 1: CN1C2=C(C=C(C=C2)N(CCCl)CCCl)N=C1CCCC(=O)O.Cl. Drug 2: CCN(CC)CCCC(C)NC1=C2C=C(C=CC2=NC3=C1C=CC(=C3)Cl)OC. Cell line: A549. Synergy scores: CSS=4.42, Synergy_ZIP=3.70, Synergy_Bliss=1.29, Synergy_Loewe=1.80, Synergy_HSA=1.80. (5) Drug 1: CCC(=C(C1=CC=CC=C1)C2=CC=C(C=C2)OCCN(C)C)C3=CC=CC=C3.C(C(=O)O)C(CC(=O)O)(C(=O)O)O. Drug 2: CS(=O)(=O)OCCCCOS(=O)(=O)C. Cell line: OVCAR-5. Synergy scores: CSS=10.5, Synergy_ZIP=-4.83, Synergy_Bliss=-4.02, Synergy_Loewe=-1.17, Synergy_HSA=-1.84. (6) Drug 1: COC1=C(C=C2C(=C1)N=CN=C2NC3=CC(=C(C=C3)F)Cl)OCCCN4CCOCC4. Drug 2: CC=C1C(=O)NC(C(=O)OC2CC(=O)NC(C(=O)NC(CSSCCC=C2)C(=O)N1)C(C)C)C(C)C. Cell line: HL-60(TB). Synergy scores: CSS=65.6, Synergy_ZIP=-3.34, Synergy_Bliss=-5.94, Synergy_Loewe=-33.5, Synergy_HSA=-3.87. (7) Drug 1: CC12CCC3C(C1CCC2=O)CC(=C)C4=CC(=O)C=CC34C. Drug 2: C1=CC=C(C(=C1)C(C2=CC=C(C=C2)Cl)C(Cl)Cl)Cl. Synergy scores: CSS=45.4, Synergy_ZIP=0.561, Synergy_Bliss=2.47, Synergy_Loewe=0.314, Synergy_HSA=1.62. Cell line: 786-0.